This data is from Merck oncology drug combination screen with 23,052 pairs across 39 cell lines. The task is: Regression. Given two drug SMILES strings and cell line genomic features, predict the synergy score measuring deviation from expected non-interaction effect. Drug 1: O=P1(N(CCCl)CCCl)NCCCO1. Drug 2: Cc1nc(Nc2ncc(C(=O)Nc3c(C)cccc3Cl)s2)cc(N2CCN(CCO)CC2)n1. Cell line: RPMI7951. Synergy scores: synergy=3.69.